Predict the product of the given reaction. From a dataset of Forward reaction prediction with 1.9M reactions from USPTO patents (1976-2016). (1) Given the reactants [C:1]([OH:11])(=O)[C:2]1[CH:7]=[CH:6][C:5]([O:8][CH3:9])=[CH:4][CH:3]=1.S(Cl)([Cl:14])=O, predict the reaction product. The product is: [CH3:9][O:8][C:5]1[CH:6]=[CH:7][C:2]([C:1]([Cl:14])=[O:11])=[CH:3][CH:4]=1. (2) Given the reactants [NH2:1][C:2]1[CH:3]=[CH:4][C:5]([Cl:8])=[N:6][CH:7]=1.C(N(CC)CC)C.[Cl-].ClC1N(C)CC[NH+]1C.[CH3:25][O:26][C:27]1[C:28](=[O:51])[C:29]([CH3:50])=[C:30]([CH2:36][C:37]2[CH:38]=[CH:39][C:40]([O:46][C:47](=[O:49])[CH3:48])=[C:41]([CH:45]=2)[C:42](O)=[O:43])[C:31](=[O:35])[C:32]=1[O:33][CH3:34], predict the reaction product. The product is: [Cl:8][C:5]1[N:6]=[CH:7][C:2]([NH:1][C:42](=[O:43])[C:41]2[CH:45]=[C:37]([CH2:36][C:30]3[C:31](=[O:35])[C:32]([O:33][CH3:34])=[C:27]([O:26][CH3:25])[C:28](=[O:51])[C:29]=3[CH3:50])[CH:38]=[CH:39][C:40]=2[O:46][C:47](=[O:49])[CH3:48])=[CH:3][CH:4]=1. (3) Given the reactants Cl[C:2]1[C:7]([C:8]#[N:9])=[C:6]([NH:10][C:11]2[CH:16]=[CH:15][CH:14]=[C:13]([C:17]3[N:22]=[CH:21][CH:20]=[CH:19][N:18]=3)[CH:12]=2)[N:5]=[C:4]([S:23][CH3:24])[N:3]=1.[C:25]([O-])([O-])=[O:26].[K+].[K+], predict the reaction product. The product is: [CH3:25][O:26][C:2]1[C:7]([C:8]#[N:9])=[C:6]([NH:10][C:11]2[CH:16]=[CH:15][CH:14]=[C:13]([C:17]3[N:22]=[CH:21][CH:20]=[CH:19][N:18]=3)[CH:12]=2)[N:5]=[C:4]([S:23][CH3:24])[N:3]=1.